This data is from Forward reaction prediction with 1.9M reactions from USPTO patents (1976-2016). The task is: Predict the product of the given reaction. (1) The product is: [F:35][C:36]1[CH:37]=[N:38][CH:39]=[CH:40][C:41]=1[O:42][C:2]1[N:12]=[C:11]([NH:13][C:14]2[CH:19]=[CH:18][C:17]([N:20]3[CH2:25][CH2:24][N:23]([C:26]([O:28][C:29]([CH3:32])([CH3:31])[CH3:30])=[O:27])[CH2:22][CH2:21]3)=[CH:16][C:15]=2[O:33][CH3:34])[C:5]2[C:6](=[O:10])[NH:7][N:8]=[CH:9][C:4]=2[CH:3]=1. Given the reactants Cl[C:2]1[N:12]=[C:11]([NH:13][C:14]2[CH:19]=[CH:18][C:17]([N:20]3[CH2:25][CH2:24][N:23]([C:26]([O:28][C:29]([CH3:32])([CH3:31])[CH3:30])=[O:27])[CH2:22][CH2:21]3)=[CH:16][C:15]=2[O:33][CH3:34])[C:5]2[C:6](=[O:10])[NH:7][N:8]=[CH:9][C:4]=2[CH:3]=1.[F:35][C:36]1[CH:37]=[N:38][CH:39]=[CH:40][C:41]=1[OH:42].CN(C)CC(O)=O.C(=O)([O-])[O-].[Cs+].[Cs+], predict the reaction product. (2) Given the reactants Br[C:2]1[CH:7]=[C:6]([F:8])[C:5]([CH:9]([O:22][CH2:23][CH3:24])[C:10]([NH:12][CH2:13][C:14]2[CH:19]=[CH:18][C:17]([C:20]#[N:21])=[CH:16][CH:15]=2)=[O:11])=[C:4]([F:25])[CH:3]=1.[OH:26][C:27]1[CH:28]=[C:29](B(O)O)[CH:30]=[CH:31][CH:32]=1.[CH2:36]([O:38][C:39](=[O:42])[CH2:40]Br)[CH3:37].C(=O)([O-])[O-].[Cs+].[Cs+], predict the reaction product. The product is: [CH2:36]([O:38][C:39](=[O:42])[CH2:40][O:26][C:27]1[CH:28]=[C:29]([C:2]2[CH:7]=[C:6]([F:8])[C:5]([CH:9]([C:10](=[O:11])[NH:12][CH2:13][C:14]3[CH:19]=[CH:18][C:17]([C:20]#[N:21])=[CH:16][CH:15]=3)[O:22][CH2:23][CH3:24])=[C:4]([F:25])[CH:3]=2)[CH:30]=[CH:31][CH:32]=1)[CH3:37]. (3) Given the reactants FC(F)(F)S([O-])(=O)=O.[K+].[Br-].[O:11]=[C:12]([C:19]([CH3:22])([CH3:21])[CH3:20])[CH2:13][S+:14]1[CH2:18][CH2:17][CH2:16][CH2:15]1.[F:23][C:24]([F:39])([F:38])[C:25]([F:37])([F:36])[C:26]([F:35])([F:34])[C:27]([F:33])([F:32])[S:28]([O-:31])(=[O:30])=[O:29].[K+], predict the reaction product. The product is: [F:39][C:24]([F:23])([F:38])[C:25]([F:36])([F:37])[C:26]([F:34])([F:35])[C:27]([F:32])([F:33])[S:28]([O-:31])(=[O:30])=[O:29].[O:11]=[C:12]([C:19]([CH3:22])([CH3:21])[CH3:20])[CH2:13][S+:14]1[CH2:18][CH2:17][CH2:16][CH2:15]1. (4) Given the reactants N(C(OC(C)C)=O)=NC(OC(C)C)=O.[Cl:15][C:16]1[C:20]([CH3:21])=[CH:19][S:18][C:17]=1[CH2:22]O.[CH3:24][N:25]1[C:29]2[CH:30]=[CH:31][C:32]([N:34]3[CH:39]=[C:38]([C:40]([O:42][CH2:43][CH3:44])=[O:41])[C:37](=[O:45])[NH:36][C:35]3=[O:46])=[CH:33][C:28]=2[N:27]([CH3:47])[C:26]1=[O:48], predict the reaction product. The product is: [Cl:15][C:16]1[C:20]([CH3:21])=[CH:19][S:18][C:17]=1[CH2:22][N:36]1[C:37](=[O:45])[C:38]([C:40]([O:42][CH2:43][CH3:44])=[O:41])=[CH:39][N:34]([C:32]2[CH:31]=[CH:30][C:29]3[N:25]([CH3:24])[C:26](=[O:48])[N:27]([CH3:47])[C:28]=3[CH:33]=2)[C:35]1=[O:46]. (5) Given the reactants [CH3:1][N:2]1[CH2:6][C@@H:5]([C:7]2[CH:12]=[CH:11][CH:10]=[CH:9][C:8]=2[C:13]([F:16])([F:15])[F:14])[C@H:4]([N+:17]([O-])=O)[CH2:3]1.C(O)(=O)C, predict the reaction product. The product is: [CH3:1][N:2]1[CH2:6][C@@H:5]([C:7]2[CH:12]=[CH:11][CH:10]=[CH:9][C:8]=2[C:13]([F:14])([F:15])[F:16])[C@H:4]([NH2:17])[CH2:3]1. (6) The product is: [Cl:1][C:2]1[CH:3]=[C:4]([C:8]2[C:9]([C:11]3[CH:16]=[CH:15][CH:14]=[CH:13][CH:12]=3)=[N:29][NH:30][C:19]=2[S:25][CH3:23])[CH:5]=[CH:6][CH:7]=1. Given the reactants [Cl:1][C:2]1[CH:3]=[C:4]([CH2:8][C:9]([C:11]2[CH:16]=[CH:15][CH:14]=[CH:13][CH:12]=2)=O)[CH:5]=[CH:6][CH:7]=1.O([C:19](C)(C)C)[K].[C:23](=[S:25])=S.IC.O.[NH2:29][NH2:30], predict the reaction product. (7) Given the reactants [Cl:1][C:2]1[N:7]=[C:6]([O:8][C:9]2[CH:10]=[C:11]([CH:13]=[CH:14][CH:15]=2)[NH2:12])[C:5]([F:16])=[CH:4][N:3]=1.CCN(C(C)C)C(C)C.[C:26](Cl)(=[O:29])[CH:27]=[CH2:28].C(=O)(O)[O-].[Na+], predict the reaction product. The product is: [Cl:1][C:2]1[N:7]=[C:6]([O:8][C:9]2[CH:10]=[C:11]([NH:12][C:26](=[O:29])[CH:27]=[CH2:28])[CH:13]=[CH:14][CH:15]=2)[C:5]([F:16])=[CH:4][N:3]=1. (8) Given the reactants Cl[C:2]1[CH:3]=[CH:4][C:5]2[N:6]([C:8]([C:11]3[CH:16]=[CH:15][CH:14]=[C:13]([O:17][C:18]([F:21])([F:20])[F:19])[CH:12]=3)=[CH:9][N:10]=2)[N:7]=1.[CH:22]1([C:25]([N:27]2[CH2:32][CH2:31][CH:30]([CH2:33][NH2:34])[CH2:29][CH2:28]2)=[O:26])[CH2:24][CH2:23]1.C1C=CC(P(C2C(C3C(P(C4C=CC=CC=4)C4C=CC=CC=4)=CC=C4C=3C=CC=C4)=C3C(C=CC=C3)=CC=2)C2C=CC=CC=2)=CC=1, predict the reaction product. The product is: [CH:22]1([C:25]([N:27]2[CH2:28][CH2:29][CH:30]([CH2:33][NH:34][C:2]3[CH:3]=[CH:4][C:5]4[N:6]([C:8]([C:11]5[CH:16]=[CH:15][CH:14]=[C:13]([O:17][C:18]([F:21])([F:20])[F:19])[CH:12]=5)=[CH:9][N:10]=4)[N:7]=3)[CH2:31][CH2:32]2)=[O:26])[CH2:23][CH2:24]1. (9) Given the reactants [CH3:1][C:2]1[CH:3]=[CH:4][C:5]([N+:9]([O-])=O)=[C:6]([OH:8])[CH:7]=1, predict the reaction product. The product is: [NH2:9][C:5]1[CH:4]=[CH:3][C:2]([CH3:1])=[CH:7][C:6]=1[OH:8]. (10) Given the reactants [F:1][C:2]([F:25])([F:24])[CH2:3][O:4][C:5]1[CH:10]=[CH:9][C:8]([C:11](=O)[CH2:12][C:13](=O)[C:14]([F:17])([F:16])[F:15])=[CH:7][C:6]=1[C:20]([F:23])([F:22])[F:21].[NH2:26][C:27]1[C:31]([C:32]2[CH:33]=[N:34][CH:35]=[CH:36][CH:37]=2)=[CH:30][NH:29][N:28]=1, predict the reaction product. The product is: [F:1][C:2]([F:25])([F:24])[CH2:3][O:4][C:5]1[CH:10]=[CH:9][C:8]([C:11]2[CH:12]=[C:13]([C:14]([F:17])([F:16])[F:15])[N:28]3[N:29]=[CH:30][C:31]([C:32]4[CH:33]=[N:34][CH:35]=[CH:36][CH:37]=4)=[C:27]3[N:26]=2)=[CH:7][C:6]=1[C:20]([F:23])([F:22])[F:21].